From a dataset of Full USPTO retrosynthesis dataset with 1.9M reactions from patents (1976-2016). Predict the reactants needed to synthesize the given product. Given the product [F:1][C:2]1[CH:7]=[CH:6][C:5]([N:8]2[C:16]3[CH:15]=[CH:14][CH:13]=[C:12]([C:17]([NH:22][NH2:23])=[O:19])[C:11]=3[CH:10]=[CH:9]2)=[CH:4][CH:3]=1, predict the reactants needed to synthesize it. The reactants are: [F:1][C:2]1[CH:7]=[CH:6][C:5]([N:8]2[C:16]3[CH:15]=[CH:14][CH:13]=[C:12]([C:17]([O:19]C)=O)[C:11]=3[CH:10]=[CH:9]2)=[CH:4][CH:3]=1.O.[NH2:22][NH2:23].O.